From a dataset of Peptide-MHC class II binding affinity with 134,281 pairs from IEDB. Regression. Given a peptide amino acid sequence and an MHC pseudo amino acid sequence, predict their binding affinity value. This is MHC class II binding data. The binding affinity (normalized) is 0.212. The MHC is HLA-DQA10401-DQB10402 with pseudo-sequence HLA-DQA10401-DQB10402. The peptide sequence is AAYLATRGLDVVDAV.